The task is: Predict the reaction yield, written as a fraction of the theoretical maximum amount of product (1.0 means a 100% yield; for example, 0.34 means a 34% yield).. This data is from Reaction yield outcomes from USPTO patents with 853,638 reactions. (1) The reactants are O1CCCCC1[N:7]1[C:15]2[C:10](=[CH:11][C:12]([C:16]3[N:20]=[CH:19][N:18](C(C4C=CC=CC=4)(C4C=CC=CC=4)C4C=CC=CC=4)[N:17]=3)=[CH:13][CH:14]=2)[C:9]([C:40]2[CH:45]=[CH:44][C:43]([NH2:46])=[CH:42][CH:41]=2)=[N:8]1.Cl.[C:48](Cl)(=O)[C:49]1[CH:54]=[CH:53][CH:52]=[N:51][CH:50]=1.C(N(CC)CC)C.[O:64]1CCC[CH2:65]1. No catalyst specified. The product is [NH:18]1[CH:19]=[N:20][C:16]([C:12]2[CH:11]=[C:10]3[C:15](=[CH:14][CH:13]=2)[NH:7][N:8]=[C:9]3[C:40]2[CH:45]=[CH:44][C:43]([NH:46][C:65](=[O:64])[CH2:48][C:49]3[CH:50]=[N:51][CH:52]=[CH:53][CH:54]=3)=[CH:42][CH:41]=2)=[N:17]1. The yield is 0.560. (2) The reactants are [NH2:1][CH2:2][C@@H:3]1[C@@H:11]([C@@:12]2([CH3:21])[CH2:17][CH2:16][C@H:15]([OH:18])[CH2:14][C@@H:13]2[CH2:19][OH:20])[CH2:10][CH2:9][C@@:8]2([CH3:22])[C@H:4]1[CH2:5][CH2:6][C:7]2=[CH2:23].C1CN([P+](ON2N=NC3C=CC=CC2=3)(N2CCCC2)N2CCCC2)CC1.F[P-](F)(F)(F)(F)F.[N:57]1[CH:62]=[CH:61][CH:60]=[CH:59][C:58]=1[C:63](O)=[O:64].CCN(C(C)C)C(C)C. The catalyst is CN(C=O)C.CCOC(C)=O. The product is [OH:18][C@H:15]1[CH2:16][CH2:17][C@@:12]([C@H:11]2[CH2:10][CH2:9][C@@:8]3([CH3:22])[C@@H:4]([CH2:5][CH2:6][C:7]3=[CH2:23])[C@@H:3]2[CH2:2][NH:1][C:63](=[O:64])[C:58]2[CH:59]=[CH:60][CH:61]=[CH:62][N:57]=2)([CH3:21])[C@@H:13]([CH2:19][OH:20])[CH2:14]1. The yield is 0.840.